Dataset: Full USPTO retrosynthesis dataset with 1.9M reactions from patents (1976-2016). Task: Predict the reactants needed to synthesize the given product. (1) Given the product [CH2:38]([NH:45][C:5]1[C:4]([N+:1]([O-:3])=[O:2])=[C:9]([NH:18][CH2:21][C:22]2[CH:4]=[CH:9][CH:8]=[CH:7][CH:11]=2)[CH:8]=[C:7]([C:11]([F:14])([F:13])[F:12])[N:6]=1)[C:39]1[CH:44]=[CH:43][CH:42]=[CH:41][CH:40]=1, predict the reactants needed to synthesize it. The reactants are: [N+:1]([C:4]1[C:5](O)=[N:6][C:7]([C:11]([F:14])([F:13])[F:12])=[CH:8][C:9]=1O)([O-:3])=[O:2].CC[N:18]([CH2:21][CH3:22])CC.O(S(C(F)(F)F)(=O)=O)S(C(F)(F)F)(=O)=O.[CH2:38]([NH2:45])[C:39]1[CH:44]=[CH:43][CH:42]=[CH:41][CH:40]=1. (2) Given the product [F:22][C:23]([F:30])([F:29])[S:24]([O-:27])(=[O:26])=[O:25].[C:1]([C:5]1[N:6]([CH3:23])[N:7]=[N+:8]([CH2:10][O:11][C:12]2[CH:21]=[CH:20][C:19]3[C:14](=[CH:15][CH:16]=[CH:17][CH:18]=3)[CH:13]=2)[CH:9]=1)([CH3:4])([CH3:2])[CH3:3], predict the reactants needed to synthesize it. The reactants are: [C:1]([C:5]1[N:6]=[N:7][N:8]([CH2:10][O:11][C:12]2[CH:21]=[CH:20][C:19]3[C:14](=[CH:15][CH:16]=[CH:17][CH:18]=3)[CH:13]=2)[CH:9]=1)([CH3:4])([CH3:3])[CH3:2].[F:22][C:23]([F:30])([F:29])[S:24]([O:27]C)(=[O:26])=[O:25]. (3) Given the product [C:1]1([CH:7]2[CH2:12][CH:11]([C:13]([O:15][CH3:16])=[O:14])[CH2:10][CH2:9][N:8]2[C:26]([O:27][CH3:28])=[O:29])[CH:2]=[CH:3][CH:4]=[CH:5][CH:6]=1, predict the reactants needed to synthesize it. The reactants are: [C:1]1([CH:7]2[CH2:12][CH:11]([C:13]([O:15][CH3:16])=[O:14])[CH2:10][CH2:9][NH:8]2)[CH:6]=[CH:5][CH:4]=[CH:3][CH:2]=1.CCN(C(C)C)C(C)C.[C:26](Cl)(=[O:29])[O:27][CH3:28]. (4) Given the product [CH3:32][N:33]1[CH2:34][CH2:35][N:36]([C:39]2[CH:44]=[CH:43][C:42]([NH:45][CH:2]=[C:3]3[C:11]4[C:6](=[CH:7][C:8]([C:12]([C:14]5[CH:15]=[C:16]([NH:20][C:21]([C:23]6[S:24][C:25]([C:28](=[O:30])[CH3:29])=[CH:26][CH:27]=6)=[O:22])[CH:17]=[CH:18][CH:19]=5)=[O:13])=[CH:9][CH:10]=4)[NH:5][C:4]3=[O:31])=[CH:41][CH:40]=2)[CH2:37][CH2:38]1, predict the reactants needed to synthesize it. The reactants are: O[CH:2]=[C:3]1[C:11]2[C:6](=[CH:7][C:8]([C:12]([C:14]3[CH:15]=[C:16]([NH:20][C:21]([C:23]4[S:24][C:25]([C:28](=[O:30])[CH3:29])=[CH:26][CH:27]=4)=[O:22])[CH:17]=[CH:18][CH:19]=3)=[O:13])=[CH:9][CH:10]=2)[NH:5][C:4]1=[O:31].[CH3:32][N:33]1[CH2:38][CH2:37][N:36]([C:39]2[CH:44]=[CH:43][C:42]([NH2:45])=[CH:41][CH:40]=2)[CH2:35][CH2:34]1. (5) Given the product [Cl:13][C:14]1[CH:15]=[CH:16][C:17]([C:20]2[CH:21]=[CH:22][C:23]([C:26]#[C:27][C:28]3[CH:39]=[CH:38][C:31]4[S:32][C:33]([CH2:35][OH:36])=[CH:34][C:30]=4[CH:29]=3)=[N:24][CH:25]=2)=[CH:18][CH:19]=1, predict the reactants needed to synthesize it. The reactants are: C1N=CN(C(N2C=NC=C2)=O)C=1.[Cl:13][C:14]1[CH:19]=[CH:18][C:17]([C:20]2[CH:21]=[CH:22][C:23]([C:26]#[C:27][C:28]3[CH:39]=[CH:38][C:31]4[S:32][C:33]([C:35](O)=[O:36])=[CH:34][C:30]=4[CH:29]=3)=[N:24][CH:25]=2)=[CH:16][CH:15]=1.[BH4-].[Na+].OS([O-])(=O)=O.[K+].C([O-])([O-])=O.[Na+].[Na+].